This data is from Full USPTO retrosynthesis dataset with 1.9M reactions from patents (1976-2016). The task is: Predict the reactants needed to synthesize the given product. (1) Given the product [Cl:13][C:11]([O:6][CH2:5][C:4]1[CH:3]=[C:2]([F:1])[CH:9]=[C:8]([F:10])[CH:7]=1)=[O:12], predict the reactants needed to synthesize it. The reactants are: [F:1][C:2]1[CH:3]=[C:4]([CH:7]=[C:8]([F:10])[CH:9]=1)[CH2:5][OH:6].[C:11](Cl)([Cl:13])=[O:12]. (2) Given the product [CH:32]1([C:29]2[S:28][C:27]([CH2:26][N:19]3[CH2:20][CH2:21][N:17]([C:12]4[CH:13]=[CH:14][CH:15]=[C:16]5[C:11]=4[CH:10]=[N:9][N:8]5[C:3]4[CH:4]=[CH:5][CH:6]=[CH:7][C:2]=4[F:1])[C:18]3=[O:22])=[N:31][N:30]=2)[CH2:34][CH2:33]1, predict the reactants needed to synthesize it. The reactants are: [F:1][C:2]1[CH:7]=[CH:6][CH:5]=[CH:4][C:3]=1[N:8]1[C:16]2[C:11](=[C:12]([N:17]3[CH2:21][CH2:20][NH:19][C:18]3=[O:22])[CH:13]=[CH:14][CH:15]=2)[CH:10]=[N:9]1.[H-].[Na+].Cl[CH2:26][C:27]1[S:28][C:29]([CH:32]2[CH2:34][CH2:33]2)=[N:30][N:31]=1. (3) Given the product [C:1]([O:5][C:6](=[O:55])[N:7]([C:20]1[N:21]([C:30]2[CH:35]=[C:34]([CH:36]([CH3:37])[CH3:38])[C:33]([OH:39])=[CH:32][C:31]=2[OH:47])[N:22]=[N:23][C:24]=1[C:25](=[O:29])[NH:26][CH2:27][CH3:28])[C:8]1[CH:9]=[CH:10][C:11]([N:14]2[CH2:19][CH2:18][O:17][CH2:16][CH2:15]2)=[CH:12][CH:13]=1)([CH3:2])([CH3:4])[CH3:3], predict the reactants needed to synthesize it. The reactants are: [C:1]([O:5][C:6](=[O:55])[N:7]([C:20]1[N:21]([C:30]2[CH:35]=[C:34]([CH:36]([CH3:38])[CH3:37])[C:33]([O:39]CC3C=CC=CC=3)=[CH:32][C:31]=2[O:47]CC2C=CC=CC=2)[N:22]=[N:23][C:24]=1[C:25](=[O:29])[NH:26][CH2:27][CH3:28])[C:8]1[CH:13]=[CH:12][C:11]([N:14]2[CH2:19][CH2:18][O:17][CH2:16][CH2:15]2)=[CH:10][CH:9]=1)([CH3:4])([CH3:3])[CH3:2]. (4) Given the product [Cl:1][C:2]1[CH:3]=[CH:4][C:5]([CH2:11][O:12][C:13]2[CH:14]=[N:15][CH:16]=[C:17]([F:19])[CH:18]=2)=[C:6]([CH:10]=1)[C:7]([NH:21][C@H:22]([C:24]1[CH:33]=[CH:32][C:27]([C:28]([OH:30])=[O:29])=[CH:26][CH:25]=1)[CH3:23])=[O:9], predict the reactants needed to synthesize it. The reactants are: [Cl:1][C:2]1[CH:3]=[CH:4][C:5]([CH2:11][O:12][C:13]2[CH:14]=[N:15][CH:16]=[C:17]([F:19])[CH:18]=2)=[C:6]([CH:10]=1)[C:7]([OH:9])=O.Cl.[NH2:21][C@H:22]([C:24]1[CH:33]=[CH:32][C:27]([C:28]([O:30]C)=[O:29])=[CH:26][CH:25]=1)[CH3:23]. (5) Given the product [F:42][C:41]([F:44])([F:43])[C:39]([OH:45])=[O:40].[C@H:25]1([NH:24][C:3]([C@@H:2]2[CH2:6][CH2:7][CH2:8][NH:1]2)=[O:5])[C:17]2[C:18](=[CH:30][CH:31]=[CH:26][CH:27]=2)[CH2:19][CH2:20][CH2:21]1, predict the reactants needed to synthesize it. The reactants are: [N:1]1(C(OC(C)(C)C)=O)[CH2:8][CH2:7][CH2:6][C@H:2]1[C:3]([OH:5])=O.O[C:17]1[C:25]2[N:24]=NN[C:21]=2[CH:20]=[CH:19][CH:18]=1.[CH2:26](Cl)[CH2:27]Cl.[CH3:30][CH2:31]N(C(C)C)C(C)C.[C:39]([OH:45])([C:41]([F:44])([F:43])[F:42])=[O:40]. (6) Given the product [CH:11]([N:8]1[CH:7]=[N:6][C:5]2[C:9]1=[N:10][C:2]([NH:31][C@H:32]([CH2:38][CH3:39])[CH:33]([OH:37])[CH:34]([CH3:36])[CH3:35])=[N:3][C:4]=2[NH:14][CH2:15][C:16]1[CH:21]=[CH:20][CH:19]=[CH:18][N:17]=1)([CH3:13])[CH3:12], predict the reactants needed to synthesize it. The reactants are: F[C:2]1[N:10]=[C:9]2[C:5]([N:6]=[CH:7][N:8]2[CH:11]([CH3:13])[CH3:12])=[C:4]([NH:14][CH2:15][C:16]2[CH:21]=[CH:20][CH:19]=[CH:18][N:17]=2)[N:3]=1.CCN(C(C)C)C(C)C.[NH2:31][C@H:32]([CH2:38][CH3:39])[CH:33]([OH:37])[CH:34]([CH3:36])[CH3:35].